This data is from NCI-60 drug combinations with 297,098 pairs across 59 cell lines. The task is: Regression. Given two drug SMILES strings and cell line genomic features, predict the synergy score measuring deviation from expected non-interaction effect. (1) Drug 1: C1=C(C(=O)NC(=O)N1)F. Drug 2: CCC(=C(C1=CC=CC=C1)C2=CC=C(C=C2)OCCN(C)C)C3=CC=CC=C3.C(C(=O)O)C(CC(=O)O)(C(=O)O)O. Cell line: MCF7. Synergy scores: CSS=28.5, Synergy_ZIP=3.68, Synergy_Bliss=2.19, Synergy_Loewe=3.62, Synergy_HSA=5.36. (2) Drug 2: CN(C(=O)NC(C=O)C(C(C(CO)O)O)O)N=O. Cell line: BT-549. Drug 1: C1=NC2=C(N=C(N=C2N1C3C(C(C(O3)CO)O)F)Cl)N. Synergy scores: CSS=15.9, Synergy_ZIP=-3.92, Synergy_Bliss=-3.87, Synergy_Loewe=-3.11, Synergy_HSA=-3.15. (3) Drug 1: C1=CC=C(C(=C1)C(C2=CC=C(C=C2)Cl)C(Cl)Cl)Cl. Drug 2: CC(C)(C#N)C1=CC(=CC(=C1)CN2C=NC=N2)C(C)(C)C#N. Cell line: HOP-92. Synergy scores: CSS=1.99, Synergy_ZIP=-0.307, Synergy_Bliss=-1.37, Synergy_Loewe=-0.0316, Synergy_HSA=-0.882. (4) Drug 1: C1=CN(C(=O)N=C1N)C2C(C(C(O2)CO)O)O.Cl. Drug 2: CC1=C2C(C(=O)C3(C(CC4C(C3C(C(C2(C)C)(CC1OC(=O)C(C(C5=CC=CC=C5)NC(=O)C6=CC=CC=C6)O)O)OC(=O)C7=CC=CC=C7)(CO4)OC(=O)C)O)C)OC(=O)C. Cell line: BT-549. Synergy scores: CSS=29.2, Synergy_ZIP=-9.45, Synergy_Bliss=-2.75, Synergy_Loewe=-1.67, Synergy_HSA=0.159. (5) Drug 1: CC1C(C(CC(O1)OC2CC(CC3=C2C(=C4C(=C3O)C(=O)C5=C(C4=O)C(=CC=C5)OC)O)(C(=O)C)O)N)O.Cl. Drug 2: CCC(=C(C1=CC=CC=C1)C2=CC=C(C=C2)OCCN(C)C)C3=CC=CC=C3.C(C(=O)O)C(CC(=O)O)(C(=O)O)O. Cell line: HT29. Synergy scores: CSS=20.4, Synergy_ZIP=1.91, Synergy_Bliss=3.86, Synergy_Loewe=-23.2, Synergy_HSA=2.05. (6) Drug 1: CC=C1C(=O)NC(C(=O)OC2CC(=O)NC(C(=O)NC(CSSCCC=C2)C(=O)N1)C(C)C)C(C)C. Drug 2: C(CCl)NC(=O)N(CCCl)N=O. Cell line: OVCAR-5. Synergy scores: CSS=27.7, Synergy_ZIP=-1.16, Synergy_Bliss=2.32, Synergy_Loewe=-59.4, Synergy_HSA=1.05. (7) Synergy scores: CSS=64.0, Synergy_ZIP=9.61, Synergy_Bliss=9.76, Synergy_Loewe=-54.1, Synergy_HSA=6.50. Drug 2: CC(C)NC(=O)C1=CC=C(C=C1)CNNC.Cl. Drug 1: CC=C1C(=O)NC(C(=O)OC2CC(=O)NC(C(=O)NC(CSSCCC=C2)C(=O)N1)C(C)C)C(C)C. Cell line: HCC-2998.